Dataset: Reaction yield outcomes from USPTO patents with 853,638 reactions. Task: Predict the reaction yield, written as a fraction of the theoretical maximum amount of product (1.0 means a 100% yield; for example, 0.34 means a 34% yield). (1) The reactants are [C:1]([O:5][C:6](=[O:11])[NH:7][CH2:8][CH2:9][OH:10])([CH3:4])([CH3:3])[CH3:2].C(N(C(C)C)[P:16]([O:25][CH2:26][C:27]1[CH:32]=[CH:31][CH:30]=[CH:29][CH:28]=1)[O:17][CH2:18][C:19]1[CH:24]=[CH:23][CH:22]=[CH:21][CH:20]=1)(C)C.N1C=NN=N1.C1C=C(Cl)C=C(C(OO)=[O:49])C=1. The catalyst is C(#N)C. The product is [CH2:26]([O:25][P:16]([O:10][CH2:9][CH2:8][NH:7][C:6](=[O:11])[O:5][C:1]([CH3:4])([CH3:2])[CH3:3])([O:17][CH2:18][C:19]1[CH:20]=[CH:21][CH:22]=[CH:23][CH:24]=1)=[O:49])[C:27]1[CH:28]=[CH:29][CH:30]=[CH:31][CH:32]=1. The yield is 0.680. (2) The reactants are Cl.[Cl:2][C:3]1[CH:4]=[C:5]([CH:15]([NH2:17])[CH3:16])[CH:6]=[N:7][C:8]=1[O:9][CH2:10][C:11]([F:14])([F:13])[F:12].[NH2:18][C:19]1[N:24]=[C:23]([C:25](O)=[O:26])[CH:22]=[CH:21][N:20]=1. No catalyst specified. The product is [NH2:18][C:19]1[N:24]=[C:23]([C:25]([NH:17][CH:15]([C:5]2[CH:6]=[N:7][C:8]([O:9][CH2:10][C:11]([F:12])([F:13])[F:14])=[C:3]([Cl:2])[CH:4]=2)[CH3:16])=[O:26])[CH:22]=[CH:21][N:20]=1. The yield is 0.500. (3) The reactants are [Br:1][C:2]1[CH:3]=[N:4][C:5]2[N:6]([N:8]=[CH:9][C:10]=2[C:11]2[C:20]3[C:15](=[CH:16][CH:17]=[CH:18][CH:19]=3)[N:14]=[CH:13][CH:12]=2)[CH:7]=1.C1C=C(Cl)C=C(C(OO)=[O:29])C=1. The catalyst is C(Cl)Cl. The product is [Br:1][C:2]1[CH:3]=[N:4][C:5]2[N:6]([N:8]=[CH:9][C:10]=2[C:11]2[C:20]3[C:15](=[CH:16][CH:17]=[CH:18][CH:19]=3)[N+:14]([O-:29])=[CH:13][CH:12]=2)[CH:7]=1. The yield is 0.940. (4) The reactants are Cl[C:2]1[N:7]=[N:6][C:5]2[O:8][CH:9]([CH2:12][OH:13])[CH2:10][O:11][C:4]=2[CH:3]=1.[CH:14](B1OB(C=C)OB(C=C)O1)=[CH2:15].N1C=CC=CC=1.O. The catalyst is COCCOC.C1C=CC([P]([Pd]([P](C2C=CC=CC=2)(C2C=CC=CC=2)C2C=CC=CC=2)([P](C2C=CC=CC=2)(C2C=CC=CC=2)C2C=CC=CC=2)[P](C2C=CC=CC=2)(C2C=CC=CC=2)C2C=CC=CC=2)(C2C=CC=CC=2)C2C=CC=CC=2)=CC=1.C(OCC)(=O)C. The product is [CH:14]([C:2]1[N:7]=[N:6][C:5]2[O:8][CH:9]([CH2:12][OH:13])[CH2:10][O:11][C:4]=2[CH:3]=1)=[CH2:15]. The yield is 0.670. (5) The reactants are [CH2:1]([N:8]1[C:13]([CH3:14])=[CH:12][C:11]([C:15]([OH:17])=O)=[C:10]([O:18][CH2:19][C:20]2[CH:25]=[CH:24][CH:23]=[CH:22][CH:21]=2)[C:9]1=[O:26])[C:2]1[CH:7]=[CH:6][CH:5]=[CH:4][CH:3]=1.[SH:27][C:28]1[S:29][CH2:30][CH2:31][N:32]=1.CN(C1C=CC=CN=1)C.C1(N=C=NC2CCCCC2)CCCCC1. The catalyst is C(Cl)Cl. The product is [CH2:1]([N:8]1[C:13]([CH3:14])=[CH:12][C:11]([C:15]([N:32]2[CH2:31][CH2:30][S:29][C:28]2=[S:27])=[O:17])=[C:10]([O:18][CH2:19][C:20]2[CH:21]=[CH:22][CH:23]=[CH:24][CH:25]=2)[C:9]1=[O:26])[C:2]1[CH:3]=[CH:4][CH:5]=[CH:6][CH:7]=1. The yield is 0.740. (6) The catalyst is O1CCOCC1.C1C=CC(/C=C/C(/C=C/C2C=CC=CC=2)=O)=CC=1.C1C=CC(/C=C/C(/C=C/C2C=CC=CC=2)=O)=CC=1.C1C=CC(/C=C/C(/C=C/C2C=CC=CC=2)=O)=CC=1.[Pd].[Pd]. The reactants are Cl[C:2]1[N:7]=[CH:6][C:5]2[CH:8]=[N:9][N:10]([S:11]([C:14]3[CH:15]=[CH:16][CH:17]=[C:18]4[C:23]=3[N:22]=[CH:21][CH:20]=[CH:19]4)(=[O:13])=[O:12])[C:4]=2[CH:3]=1.[NH2:24][C:25]1[CH:30]=[CH:29][C:28]([N:31]2[CH2:36][CH2:35][N:34]([C:37]([O:39][C:40]([CH3:43])([CH3:42])[CH3:41])=[O:38])[CH2:33][CH2:32]2)=[CH:27][C:26]=1[O:44][CH3:45].C([O-])([O-])=O.[K+].[K+].CC(C1C=C(C(C)C)C(C2C=CC=CC=2P(C2CCCCC2)C2CCCCC2)=C(C(C)C)C=1)C. The yield is 0.693. The product is [CH3:45][O:44][C:26]1[CH:27]=[C:28]([N:31]2[CH2:32][CH2:33][N:34]([C:37]([O:39][C:40]([CH3:43])([CH3:42])[CH3:41])=[O:38])[CH2:35][CH2:36]2)[CH:29]=[CH:30][C:25]=1[NH:24][C:2]1[N:7]=[CH:6][C:5]2[CH:8]=[N:9][N:10]([S:11]([C:14]3[CH:15]=[CH:16][CH:17]=[C:18]4[C:23]=3[N:22]=[CH:21][CH:20]=[CH:19]4)(=[O:13])=[O:12])[C:4]=2[CH:3]=1. (7) The product is [C:21](=[O:22])([O:23][CH3:24])[O:11][C:8]1[CH:9]=[CH:10][C:5]([C:1]([CH3:4])([CH3:2])[CH3:3])=[CH:6][C:7]=1[Cl:12]. The catalyst is ClCCl.CN(C1C=CN=CC=1)C. The yield is 0.920. The reactants are [C:1]([C:5]1[CH:10]=[CH:9][C:8]([OH:11])=[C:7]([Cl:12])[CH:6]=1)([CH3:4])([CH3:3])[CH3:2].CCN(CC)CC.Cl[C:21]([O:23][CH3:24])=[O:22]. (8) The reactants are [CH3:1][N:2]1[C:6]([C:7]2[CH:19]=[N:18][C:17]3[C:16]4[C:11](=[C:12]([C:21](OC)=[O:22])[CH:13]=[CH:14][C:15]=4[F:20])[N:10]([C@H:25]([C:32]4[CH:37]=[CH:36][CH:35]=[CH:34][CH:33]=4)[CH:26]4[CH2:31][CH2:30][O:29][CH2:28][CH2:27]4)[C:9]=3[CH:8]=2)=[C:5]([CH3:38])[N:4]=[N:3]1.[H-].[H-].[H-].[H-].[Li+].[Al+3]. The catalyst is O1CCCC1. The product is [CH3:38][C:5]1[N:4]=[N:3][N:2]([CH3:1])[C:6]=1[C:7]1[CH:19]=[N:18][C:17]2[C:16]3[C:15]([F:20])=[CH:14][CH:13]=[C:12]([CH2:21][OH:22])[C:11]=3[N:10]([C@@H:25]([CH:26]3[CH2:31][CH2:30][O:29][CH2:28][CH2:27]3)[C:32]3[CH:37]=[CH:36][CH:35]=[CH:34][CH:33]=3)[C:9]=2[CH:8]=1. The yield is 0.200. (9) The product is [C:16]([NH:15][C:13]1[N:14]=[C:9]2[CH:8]=[CH:7][C:6]([O:5][C:4]3[CH:19]=[CH:20][C:21]([CH3:22])=[C:2]([NH:1][C:29]([C:25]4[N:24]([CH3:23])[CH:28]=[CH:27][N:26]=4)=[O:30])[CH:3]=3)=[N:11][N:10]2[CH:12]=1)(=[O:18])[CH3:17]. The catalyst is CN(C)C=O. The reactants are [NH2:1][C:2]1[CH:3]=[C:4]([CH:19]=[CH:20][C:21]=1[CH3:22])[O:5][C:6]1[CH:7]=[CH:8][C:9]2[N:10]([CH:12]=[C:13]([NH:15][C:16](=[O:18])[CH3:17])[N:14]=2)[N:11]=1.[CH3:23][N:24]1[CH:28]=[CH:27][N:26]=[C:25]1[C:29](O)=[O:30].Cl.C(N=C=NCCCN(C)C)C.ON1C2C=CC=CC=2N=N1.C(=O)([O-])O.[Na+]. The yield is 0.560.